This data is from Peptide-MHC class II binding affinity with 134,281 pairs from IEDB. The task is: Regression. Given a peptide amino acid sequence and an MHC pseudo amino acid sequence, predict their binding affinity value. This is MHC class II binding data. (1) The peptide sequence is PGHGISVGSLGRYKD. The MHC is HLA-DQA10102-DQB10502 with pseudo-sequence HLA-DQA10102-DQB10502. The binding affinity (normalized) is 0. (2) The peptide sequence is GKGTLDGQGKAVWGK. The MHC is DRB1_0401 with pseudo-sequence DRB1_0401. The binding affinity (normalized) is 0.259. (3) The peptide sequence is TKTTSDYQDSDVSQ. The MHC is DRB1_0405 with pseudo-sequence DRB1_0405. The binding affinity (normalized) is 0.0329. (4) The peptide sequence is KTLEAAFTVSSKRNL. The MHC is HLA-DQA10104-DQB10503 with pseudo-sequence HLA-DQA10104-DQB10503. The binding affinity (normalized) is 0.347. (5) The peptide sequence is EEFVVEFALPGIK. The MHC is DRB1_0401 with pseudo-sequence DRB1_0401. The binding affinity (normalized) is 0.665.